Dataset: NCI-60 drug combinations with 297,098 pairs across 59 cell lines. Task: Regression. Given two drug SMILES strings and cell line genomic features, predict the synergy score measuring deviation from expected non-interaction effect. (1) Drug 1: C1=NC2=C(N=C(N=C2N1C3C(C(C(O3)CO)O)O)F)N. Drug 2: CCCCCOC(=O)NC1=NC(=O)N(C=C1F)C2C(C(C(O2)C)O)O. Cell line: SF-268. Synergy scores: CSS=4.90, Synergy_ZIP=2.94, Synergy_Bliss=-2.09, Synergy_Loewe=-2.78, Synergy_HSA=-1.08. (2) Synergy scores: CSS=53.4, Synergy_ZIP=-2.83, Synergy_Bliss=-9.66, Synergy_Loewe=-32.2, Synergy_HSA=-10.1. Drug 2: CS(=O)(=O)OCCCCOS(=O)(=O)C. Drug 1: CCCCC(=O)OCC(=O)C1(CC(C2=C(C1)C(=C3C(=C2O)C(=O)C4=C(C3=O)C=CC=C4OC)O)OC5CC(C(C(O5)C)O)NC(=O)C(F)(F)F)O. Cell line: HT29. (3) Drug 1: CN1CCC(CC1)COC2=C(C=C3C(=C2)N=CN=C3NC4=C(C=C(C=C4)Br)F)OC. Drug 2: CC(C)NC(=O)C1=CC=C(C=C1)CNNC.Cl. Cell line: BT-549. Synergy scores: CSS=13.3, Synergy_ZIP=3.49, Synergy_Bliss=8.64, Synergy_Loewe=5.28, Synergy_HSA=5.84. (4) Drug 1: C1=CC(=C2C(=C1NCCNCCO)C(=O)C3=C(C=CC(=C3C2=O)O)O)NCCNCCO. Drug 2: CCC1=C2CN3C(=CC4=C(C3=O)COC(=O)C4(CC)O)C2=NC5=C1C=C(C=C5)O. Cell line: RXF 393. Synergy scores: CSS=29.5, Synergy_ZIP=-10.9, Synergy_Bliss=-8.64, Synergy_Loewe=-2.41, Synergy_HSA=-1.12. (5) Drug 1: CC1OCC2C(O1)C(C(C(O2)OC3C4COC(=O)C4C(C5=CC6=C(C=C35)OCO6)C7=CC(=C(C(=C7)OC)O)OC)O)O. Drug 2: CC1=C(C(CCC1)(C)C)C=CC(=CC=CC(=CC(=O)O)C)C. Cell line: PC-3. Synergy scores: CSS=13.9, Synergy_ZIP=-4.64, Synergy_Bliss=-4.53, Synergy_Loewe=-4.77, Synergy_HSA=-2.96. (6) Drug 2: CNC(=O)C1=NC=CC(=C1)OC2=CC=C(C=C2)NC(=O)NC3=CC(=C(C=C3)Cl)C(F)(F)F. Cell line: 786-0. Drug 1: CC1=C(C=C(C=C1)NC2=NC=CC(=N2)N(C)C3=CC4=NN(C(=C4C=C3)C)C)S(=O)(=O)N.Cl. Synergy scores: CSS=12.5, Synergy_ZIP=-2.35, Synergy_Bliss=-2.23, Synergy_Loewe=-16.4, Synergy_HSA=-2.19. (7) Drug 1: CN(C)N=NC1=C(NC=N1)C(=O)N. Drug 2: CCN(CC)CCCC(C)NC1=C2C=C(C=CC2=NC3=C1C=CC(=C3)Cl)OC. Cell line: CAKI-1. Synergy scores: CSS=13.2, Synergy_ZIP=-3.57, Synergy_Bliss=2.25, Synergy_Loewe=1.94, Synergy_HSA=3.17. (8) Drug 1: CC1=C(C=C(C=C1)NC2=NC=CC(=N2)N(C)C3=CC4=NN(C(=C4C=C3)C)C)S(=O)(=O)N.Cl. Drug 2: C1CCC(C1)C(CC#N)N2C=C(C=N2)C3=C4C=CNC4=NC=N3. Cell line: IGROV1. Synergy scores: CSS=9.51, Synergy_ZIP=-2.99, Synergy_Bliss=4.21, Synergy_Loewe=1.24, Synergy_HSA=4.37.